Dataset: Forward reaction prediction with 1.9M reactions from USPTO patents (1976-2016). Task: Predict the product of the given reaction. (1) Given the reactants [Na+].[CH2:2]([O:7][C:8]1[CH:13]=[CH:12][C:11]([S:14]([O-:17])(=O)=[O:15])=[CH:10][CH:9]=1)[CH:3]=[C:4]=[CH:5][CH3:6].P(Cl)(Cl)([Cl:20])=O.O, predict the reaction product. The product is: [CH2:2]([O:7][C:8]1[CH:13]=[CH:12][C:11]([S:14]([Cl:20])(=[O:17])=[O:15])=[CH:10][CH:9]=1)[CH:3]=[C:4]=[CH:5][CH3:6]. (2) Given the reactants [CH2:1]([N:3]([CH2:11][C:12]1[CH:13]=[N:14][CH:15]=[C:16]([C:19]2[CH:20]=[C:21]3[C:25](=[CH:26][CH:27]=2)[N:24]([CH:28]2[CH2:33][CH2:32][CH2:31][CH2:30][O:29]2)[N:23]=[C:22]3[C:34]2[NH:35][C:36]([C:39]([NH:41][CH2:42]C3C=NC=CC=3)=[O:40])=[CH:37][N:38]=2)[C:17]=1[CH3:18])[C:4](=[O:10])[O:5][C:6]([CH3:9])([CH3:8])[CH3:7])[CH3:2].C(OC(N(CC1C(C)=C(C2C=C3C(=CC=2)N(C2CCCCO2)N=C3C2NC(C(O)=O)=CN=2)C=NC=1)CC)=O)(C)(C)C.C(N(C(C)C)CC)(C)C.[N:99]1[CH:104]=[CH:103][CH:102]=[CH:101][C:100]=1[CH2:105][N:106]1[CH2:111]CN[CH2:108][CH2:107]1.CN(C(ON1N=NC2C=CC=NC1=2)=[N+](C)C)C.F[P-](F)(F)(F)(F)F, predict the reaction product. The product is: [CH2:1]([N:3]([CH2:11][C:12]1[CH:13]=[N:14][CH:15]=[C:16]([C:19]2[CH:20]=[C:21]3[C:25](=[CH:26][CH:27]=2)[N:24]([CH:28]2[CH2:33][CH2:32][CH2:31][CH2:30][O:29]2)[N:23]=[C:22]3[C:34]2[NH:35][C:36]([C:39]([N:41]3[CH2:42][CH2:111][N:106]([CH2:105][C:100]4[CH:101]=[CH:102][CH:103]=[CH:104][N:99]=4)[CH2:107][CH2:108]3)=[O:40])=[CH:37][N:38]=2)[C:17]=1[CH3:18])[C:4](=[O:10])[O:5][C:6]([CH3:9])([CH3:8])[CH3:7])[CH3:2]. (3) Given the reactants [Cl:1][C:2]1[CH:3]=[CH:4][C:5]([NH:8][C:9](=[O:24])[C:10]2[CH:15]=[CH:14][CH:13]=[CH:12][C:11]=2[NH:16][CH2:17][CH:18]2[CH2:23][CH2:22][NH:21][CH2:20][CH2:19]2)=[N:6][CH:7]=1.Cl[C:26]1[CH:31]=[CH:30][N:29]=[C:28]([CH3:32])[CH:27]=1, predict the reaction product. The product is: [Cl:1][C:2]1[CH:3]=[CH:4][C:5]([NH:8][C:9](=[O:24])[C:10]2[CH:15]=[CH:14][CH:13]=[CH:12][C:11]=2[NH:16][CH2:17][CH:18]2[CH2:19][CH2:20][N:21]([C:26]3[CH:31]=[CH:30][N:29]=[C:28]([CH3:32])[CH:27]=3)[CH2:22][CH2:23]2)=[N:6][CH:7]=1. (4) The product is: [CH3:1][O:2][C:3]1[CH:8]=[CH:7][C:6]([C:3](=[O:2])[CH2:4][C:9]2[CH:10]=[CH:11][CH:16]=[CH:17][CH:18]=2)=[CH:5][C:4]=1[C:9]1[C:10]([CH2:22][O:23][C:24](=[O:32])[C:25]2[CH:30]=[CH:29][C:28]([CH3:31])=[CH:27][CH:26]=2)=[C:11]2[C:16](=[CH:17][CH:18]=1)[NH:15][C:14]([CH3:20])([CH3:19])[CH:13]=[C:12]2[CH3:21]. Given the reactants [CH3:1][O:2][C:3]1[CH:8]=[CH:7][CH:6]=[CH:5][C:4]=1[C:9]1[C:10]([CH2:22][O:23][C:24](=[O:32])[C:25]2[CH:30]=[CH:29][C:28]([CH3:31])=[CH:27][CH:26]=2)=[C:11]2[C:16](=[CH:17][CH:18]=1)[NH:15][C:14]([CH3:20])([CH3:19])[CH:13]=[C:12]2[CH3:21], predict the reaction product.